This data is from Reaction yield outcomes from USPTO patents with 853,638 reactions. The task is: Predict the reaction yield, written as a fraction of the theoretical maximum amount of product (1.0 means a 100% yield; for example, 0.34 means a 34% yield). (1) The catalyst is C(OCCO)C. The reactants are Cl[C:2]1[C:11]2[CH:10]=[C:9]3[N:12]=[CH:13][N:14]([CH2:15][CH2:16][N:17]4[CH2:22][CH2:21][O:20][CH2:19][CH2:18]4)[C:8]3=[CH:7][C:6]=2[N:5]=[CH:4][C:3]=1[C:23]#[N:24].[O:25]([C:32]1[CH:38]=[CH:37][C:35]([NH2:36])=[CH:34][CH:33]=1)[C:26]1[CH:31]=[CH:30][CH:29]=[CH:28][CH:27]=1.Cl.N1C=CC=CC=1. The product is [N:17]1([CH2:16][CH2:15][N:14]2[C:8]3[C:9](=[CH:10][C:11]4[C:2]([NH:36][C:35]5[CH:34]=[CH:33][C:32]([O:25][C:26]6[CH:31]=[CH:30][CH:29]=[CH:28][CH:27]=6)=[CH:38][CH:37]=5)=[C:3]([C:23]#[N:24])[CH:4]=[N:5][C:6]=4[CH:7]=3)[N:12]=[CH:13]2)[CH2:22][CH2:21][O:20][CH2:19][CH2:18]1. The yield is 0.690. (2) The reactants are [CH3:1][C:2]1[C:10]2[C:9](=[O:11])[NH:8][C:7]([CH2:12][CH2:13][CH3:14])=[N:6][C:5]=2[O:4][N:3]=1.C[Si](C)(C)[N-][Si](C)(C)C.[Li+].[CH2:25](Br)[C:26]1[CH:31]=[CH:30][CH:29]=[CH:28][CH:27]=1.[Na+].[I-]. The catalyst is C1COCC1. The product is [CH2:25]([N:8]1[C:9](=[O:11])[C:10]2[C:2]([CH3:1])=[N:3][O:4][C:5]=2[N:6]=[C:7]1[CH2:12][CH2:13][CH3:14])[C:26]1[CH:31]=[CH:30][CH:29]=[CH:28][CH:27]=1. The yield is 0.200. (3) The catalyst is C(Cl)Cl. The product is [CH3:5][O:6][C:7]1[CH:12]=[CH:11][CH:10]=[C:9]2[C:8]=1[CH2:13][CH:14]([CH3:19])[CH2:15][C:16]2=[O:17]. The reactants are [Al+3].[Cl-].[Cl-].[Cl-].[CH3:5][O:6][C:7]1[CH:12]=[CH:11][CH:10]=[CH:9][C:8]=1[CH2:13][CH:14]([CH3:19])[CH2:15][C:16](Cl)=[O:17]. The yield is 0.360. (4) The reactants are [C:1]([C:3]1[CH:8]=[C:7]([N+:9]([O-:11])=[O:10])[CH:6]=[CH:5][C:4]=1/[N:12]=[CH:13]/[N:14](C)C)#[N:2].N[C:18]1[CH:19]=[C:20]([C:24]#[CH:25])[CH:21]=[CH:22][CH:23]=1. The catalyst is CC(O)=O. The product is [C:24]([C:20]1[CH:19]=[C:18]([NH:2][C:1]2[C:3]3[C:4](=[CH:5][CH:6]=[C:7]([N+:9]([O-:11])=[O:10])[CH:8]=3)[N:12]=[CH:13][N:14]=2)[CH:23]=[CH:22][CH:21]=1)#[CH:25]. The yield is 0.930. (5) The reactants are [ClH:1].N[C:3]1[C:12]2[NH:11][C:10](=[O:13])[CH2:9][O:8][C:7]=2[CH:6]=[CH:5][CH:4]=1.N([O-])=O.[Na+].[S:18](=[O:20])=[O:19]. The catalyst is C(#N)C.O.O.O.[Cu](Cl)Cl.C(O)(=O)C. The product is [O:13]=[C:10]1[CH2:9][O:8][C:7]2[CH:6]=[CH:5][CH:4]=[C:3]([S:18]([Cl:1])(=[O:20])=[O:19])[C:12]=2[NH:11]1. The yield is 0.110. (6) The reactants are [Br:1][C:2]1[CH:3]=[C:4]([F:11])[C:5]([OH:10])=[C:6]([CH:9]=1)[CH:7]=[O:8].Br[CH2:13][CH2:14][CH:15]=[CH2:16].C(=O)([O-])[O-].[K+].[K+]. The catalyst is CN(C=O)C.CCOC(C)=O. The product is [Br:1][C:2]1[CH:3]=[C:4]([F:11])[C:5]([O:10][CH2:16][CH2:15][CH:14]=[CH2:13])=[C:6]([CH:9]=1)[CH:7]=[O:8]. The yield is 0.950.